This data is from Forward reaction prediction with 1.9M reactions from USPTO patents (1976-2016). The task is: Predict the product of the given reaction. (1) Given the reactants [CH2:1]([C:3]1[NH:7][C:6]([C:8]([O:10][CH2:11][CH3:12])=[O:9])=[N:5][CH:4]=1)[CH3:2].C1C(=O)N([I:20])C(=O)C1, predict the reaction product. The product is: [CH2:1]([C:3]1[NH:7][C:6]([C:8]([O:10][CH2:11][CH3:12])=[O:9])=[N:5][C:4]=1[I:20])[CH3:2]. (2) Given the reactants Br[C:2]1[CH:3]=[C:4]([C:8]2[CH:9]=[CH:10][C:11]3[C:12]4[C:17]([C:18]5[C:23]=3[C:22]=2[CH:21]=[CH:20][CH:19]=5)=[CH:16][CH:15]=[CH:14][CH:13]=4)[CH:5]=[CH:6][CH:7]=1.C([Li])CCC.[B:29](OC(C)C)([O:34]C(C)C)[O:30]C(C)C.Cl, predict the reaction product. The product is: [CH:9]1[C:8]2=[C:22]3[C:21]([C:5]4[C:4]2=[CH:3][CH:2]=[CH:7][CH:6]=4)=[CH:20][CH:19]=[CH:18][C:23]3=[C:11]([C:12]2[CH:13]=[C:14]([B:29]([OH:34])[OH:30])[CH:15]=[CH:16][CH:17]=2)[CH:10]=1. (3) The product is: [CH3:41][O:40][C:38](=[O:39])[NH:2][C:3]1[CH:4]=[CH:5][C:6]([C:9]2[NH:10][C:11]([C@H:15]3[N:23]4[C:18](=[CH:19][C:20]([C:25]5[CH:30]=[C:29]([Cl:31])[CH:28]=[CH:27][C:26]=5[N:32]5[CH:36]=[N:35][N:34]=[N:33]5)=[CH:21][C:22]4=[O:24])[CH2:17][CH2:16]3)=[C:12]([Cl:14])[N:13]=2)=[CH:7][N:8]=1. Given the reactants Cl.[NH2:2][C:3]1[N:8]=[CH:7][C:6]([C:9]2[NH:10][C:11]([C@H:15]3[N:23]4[C:18](=[CH:19][C:20]([C:25]5[CH:30]=[C:29]([Cl:31])[CH:28]=[CH:27][C:26]=5[N:32]5[CH:36]=[N:35][N:34]=[N:33]5)=[CH:21][C:22]4=[O:24])[CH2:17][CH2:16]3)=[C:12]([Cl:14])[N:13]=2)=[CH:5][CH:4]=1.Cl[C:38]([O:40][CH3:41])=[O:39], predict the reaction product. (4) Given the reactants [Cl:1][C:2]1[C:7]([CH:8]=[N:9]O)=[C:6]([Cl:11])[N:5]=[C:4]([S:12][CH3:13])[N:3]=1.S(Cl)(Cl)=O, predict the reaction product. The product is: [Cl:1][C:2]1[C:7]([C:8]#[N:9])=[C:6]([Cl:11])[N:5]=[C:4]([S:12][CH3:13])[N:3]=1. (5) Given the reactants [CH3:1][N:2]1[C:6]([S:7]([NH2:10])(=[O:9])=[O:8])=[C:5]([C:11]2[N:12]=[N:13][N:14]([CH3:16])[N:15]=2)[CH:4]=[N:3]1.[CH3:17][O:18][C:19]1[CH:24]=[C:23]([O:25][CH3:26])[N:22]=[C:21]([NH:27][C:28](=O)[O:29]C2C=CC=CC=2)[N:20]=1.C(N(CC)CC)C.Cl, predict the reaction product. The product is: [CH3:1][N:2]1[N:3]=[CH:4][C:5]([C:11]2[N:12]=[N:13][N:14]([CH3:16])[N:15]=2)=[C:6]1[S:7]([NH:10][C:28]([NH:27][C:21]1[N:20]=[C:19]([O:18][CH3:17])[CH:24]=[C:23]([O:25][CH3:26])[N:22]=1)=[O:29])(=[O:9])=[O:8]. (6) Given the reactants Cl[C:2]1[C:11](=[O:12])[C:10]2[C:5](=[CH:6][CH:7]=[CH:8][CH:9]=2)/[C:4](=[N:13]/[S:14]([C:17]2[CH:22]=[CH:21][C:20]([C:23]3[CH:28]=[CH:27][CH:26]=[CH:25][CH:24]=3)=[CH:19][CH:18]=2)(=[O:16])=[O:15])/[CH:3]=1.[CH3:29][N:30]1[C:34]([SH:35])=[N:33][N:32]=[N:31]1.N1C=CC=CC=1, predict the reaction product. The product is: [CH3:29][N:30]1[C:34]([S:35][C:2]2[C:11](=[O:12])[C:10]3[C:5](=[CH:6][CH:7]=[CH:8][CH:9]=3)/[C:4](=[N:13]/[S:14]([C:17]3[CH:22]=[CH:21][C:20]([C:23]4[CH:28]=[CH:27][CH:26]=[CH:25][CH:24]=4)=[CH:19][CH:18]=3)(=[O:16])=[O:15])/[CH:3]=2)=[N:33][N:32]=[N:31]1. (7) Given the reactants [H-].[Na+].[CH2:3]([O:11][CH2:12][C:13]([CH2:18][O:19][CH2:20][CH2:21][CH2:22][CH2:23][CH2:24][CH2:25][CH2:26][CH3:27])([CH2:16][OH:17])[CH2:14][OH:15])[CH2:4][CH2:5][CH2:6][CH2:7][CH2:8][CH2:9][CH3:10].Cl.[CH3:29][N:30]([CH3:34])[CH2:31][CH2:32]Cl, predict the reaction product. The product is: [CH3:29][N:30]([CH3:34])[CH2:31][CH2:32][O:15][CH2:14][C:13]([CH2:12][O:11][CH2:3][CH2:4][CH2:5][CH2:6][CH2:7][CH2:8][CH2:9][CH3:10])([CH2:18][O:19][CH2:20][CH2:21][CH2:22][CH2:23][CH2:24][CH2:25][CH2:26][CH3:27])[CH2:16][O:17][CH2:32][CH2:31][N:30]([CH3:34])[CH3:29]. (8) Given the reactants [CH3:1][C:2]1[C:6]([C:7]([O:9][CH3:10])=[O:8])=[CH:5][NH:4][N:3]=1.[F:11][C:12]1[CH:17]=[CH:16][C:15](B(O)O)=[C:14]([CH3:21])[CH:13]=1, predict the reaction product. The product is: [F:11][C:12]1[CH:17]=[CH:16][C:15]([N:4]2[CH:5]=[C:6]([C:7]([O:9][CH3:10])=[O:8])[C:2]([CH3:1])=[N:3]2)=[C:14]([CH3:21])[CH:13]=1. (9) Given the reactants [C:1](OC(=O)C)(=[O:3])[CH3:2].[C:8]([O:12][C:13]([N:15]1[CH2:20][CH2:19][CH:18]([NH:21][CH3:22])[CH2:17][CH2:16]1)=[O:14])([CH3:11])([CH3:10])[CH3:9].C(O)(=O)C.[OH-].[Na+], predict the reaction product. The product is: [C:8]([O:12][C:13]([N:15]1[CH2:16][CH2:17][CH:18]([N:21]([C:1](=[O:3])[CH3:2])[CH3:22])[CH2:19][CH2:20]1)=[O:14])([CH3:11])([CH3:10])[CH3:9]. (10) Given the reactants Br[C:2]1[CH:11]=[CH:10][C:9]2[N:8]=[CH:7][CH:6]=[CH:5][C:4]=2[C:3]=1[C:12]#[N:13].[SH:14][CH2:15][C:16]([O:18][CH2:19][CH3:20])=[O:17].[O-]CC.[Na+].C(=O)(O)[O-].[Na+], predict the reaction product. The product is: [C:12]([C:3]1[C:2]([S:14][CH2:15][C:16]([O:18][CH2:19][CH3:20])=[O:17])=[CH:11][CH:10]=[C:9]2[C:4]=1[CH:5]=[CH:6][CH:7]=[N:8]2)#[N:13].